Dataset: Forward reaction prediction with 1.9M reactions from USPTO patents (1976-2016). Task: Predict the product of the given reaction. (1) Given the reactants [OH:1][C:2]1[CH:3]=[C:4]2[C:9](=[CH:10][CH:11]=1)[C:8](=[O:12])[N:7]([C:13]1[CH:18]=[CH:17][C:16]([N:19]3[CH2:25][CH2:24][CH2:23][N:22]([CH3:26])[CH2:21][CH2:20]3)=[CH:15][CH:14]=1)[CH2:6][CH2:5]2.[O:27]1[C@@H:29]([CH2:30][CH3:31])[CH2:28]1, predict the reaction product. The product is: [OH:27][C@@H:29]([CH2:30][CH3:31])[CH2:28][O:1][C:2]1[CH:3]=[C:4]2[C:9](=[CH:10][CH:11]=1)[C:8](=[O:12])[N:7]([C:13]1[CH:14]=[CH:15][C:16]([N:19]3[CH2:25][CH2:24][CH2:23][N:22]([CH3:26])[CH2:21][CH2:20]3)=[CH:17][CH:18]=1)[CH2:6][CH2:5]2. (2) Given the reactants [N:1]1[CH:6]=[CH:5][CH:4]=[C:3]([N:7]2[CH2:13][C:12]3[CH:14]=[CH:15][C:16]([C:18]([O:20]C)=O)=[CH:17][C:11]=3[O:10][CH2:9][CH2:8]2)[CH:2]=1.[NH2:22][OH:23].[OH-].[Na+], predict the reaction product. The product is: [OH:23][NH:22][C:18]([C:16]1[CH:15]=[CH:14][C:12]2[CH2:13][N:7]([C:3]3[CH:2]=[N:1][CH:6]=[CH:5][CH:4]=3)[CH2:8][CH2:9][O:10][C:11]=2[CH:17]=1)=[O:20]. (3) Given the reactants [C:1]([C:3]1[CH:13]=[CH:12][CH:11]=[CH:10][C:4]=1[O:5][CH2:6][C:7]([NH2:9])=[O:8])#[N:2].CC([O-])(C)C.[K+], predict the reaction product. The product is: [NH2:2][C:1]1[C:3]2[CH:13]=[CH:12][CH:11]=[CH:10][C:4]=2[O:5][C:6]=1[C:7]([NH2:9])=[O:8]. (4) Given the reactants [C:1]([CH:4]([C:7]1[CH:12]=[CH:11][C:10]([F:13])=[CH:9][CH:8]=1)[C:5]#[N:6])(=O)[CH3:2].[CH3:14][NH:15][NH2:16], predict the reaction product. The product is: [NH2:6][C:5]1[N:15]([CH3:14])[N:16]=[C:1]([CH3:2])[C:4]=1[C:7]1[CH:12]=[CH:11][C:10]([F:13])=[CH:9][CH:8]=1. (5) Given the reactants [OH:1][CH2:2][CH:3]1[CH2:8][CH2:7][N:6]([C:9](=[O:11])[CH3:10])[CH2:5][CH2:4]1.C(N(CC)CC)C.[CH3:19][S:20](Cl)(=[O:22])=[O:21].O, predict the reaction product. The product is: [CH3:19][S:20]([O:1][CH2:2][CH:3]1[CH2:4][CH2:5][N:6]([C:9](=[O:11])[CH3:10])[CH2:7][CH2:8]1)(=[O:22])=[O:21]. (6) Given the reactants Cl[C:2]1([C:13]2[CH:18]=[CH:17][CH:16]=[CH:15][C:14]=2[O:19][CH3:20])[C:10]2[C:5](=[CH:6][CH:7]=[C:8]([Cl:11])[CH:9]=2)[NH:4][C:3]1=[O:12].FC(F)(F)C(O)=O.[NH2:28][C@@H:29]([CH:35]1[CH2:40][CH2:39][CH2:38][CH2:37][CH2:36]1)[C:30]([N:32]([CH3:34])[CH3:33])=[O:31], predict the reaction product. The product is: [Cl:11][C:8]1[CH:9]=[C:10]2[C:5](=[CH:6][CH:7]=1)[NH:4][C:3](=[O:12])[C:2]2([NH:28][C@@H:29]([CH:35]1[CH2:40][CH2:39][CH2:38][CH2:37][CH2:36]1)[C:30]([N:32]([CH3:34])[CH3:33])=[O:31])[C:13]1[CH:18]=[CH:17][CH:16]=[CH:15][C:14]=1[O:19][CH3:20]. (7) Given the reactants [Cl:1][C:2]1[CH:17]=[C:16]([N+:18]([O-])=O)[CH:15]=[CH:14][C:3]=1[O:4][C:5]([C:8]1[CH:13]=[CH:12][CH:11]=[CH:10][N:9]=1)([CH3:7])[CH3:6], predict the reaction product. The product is: [Cl:1][C:2]1[CH:17]=[C:16]([CH:15]=[CH:14][C:3]=1[O:4][C:5]([CH3:7])([C:8]1[CH:13]=[CH:12][CH:11]=[CH:10][N:9]=1)[CH3:6])[NH2:18].